This data is from Forward reaction prediction with 1.9M reactions from USPTO patents (1976-2016). The task is: Predict the product of the given reaction. The product is: [S:13]1[CH2:12][CH2:11][CH2:10][S:14][CH:19]1[C:18]([O:17][CH2:15][CH3:16])=[O:24]. Given the reactants B(F)(F)F.CCOCC.[CH2:10]([SH:14])[CH2:11][CH2:12][SH:13].[CH2:15]([O:17][CH:18]([O:24][CH2:18][CH3:19])[C:19]([O:17][CH2:15][CH3:16])=[O:24])[CH3:16], predict the reaction product.